Dataset: NCI-60 drug combinations with 297,098 pairs across 59 cell lines. Task: Regression. Given two drug SMILES strings and cell line genomic features, predict the synergy score measuring deviation from expected non-interaction effect. (1) Drug 2: CC12CCC3C(C1CCC2OP(=O)(O)O)CCC4=C3C=CC(=C4)OC(=O)N(CCCl)CCCl.[Na+]. Cell line: SK-MEL-28. Synergy scores: CSS=6.54, Synergy_ZIP=0.737, Synergy_Bliss=2.88, Synergy_Loewe=-2.58, Synergy_HSA=-2.13. Drug 1: C1=NC2=C(N=C(N=C2N1C3C(C(C(O3)CO)O)F)Cl)N. (2) Drug 1: CCC1=CC2CC(C3=C(CN(C2)C1)C4=CC=CC=C4N3)(C5=C(C=C6C(=C5)C78CCN9C7C(C=CC9)(C(C(C8N6C)(C(=O)OC)O)OC(=O)C)CC)OC)C(=O)OC.C(C(C(=O)O)O)(C(=O)O)O. Drug 2: C(CCl)NC(=O)N(CCCl)N=O. Cell line: HL-60(TB). Synergy scores: CSS=35.8, Synergy_ZIP=1.10, Synergy_Bliss=7.95, Synergy_Loewe=-18.9, Synergy_HSA=5.83.